This data is from Human liver microsome stability data. The task is: Regression/Classification. Given a drug SMILES string, predict its absorption, distribution, metabolism, or excretion properties. Task type varies by dataset: regression for continuous measurements (e.g., permeability, clearance, half-life) or binary classification for categorical outcomes (e.g., BBB penetration, CYP inhibition). Dataset: hlm. (1) The compound is O=C(CCc1ccccc1)N[C@H]1CC[C@](O)(c2ccc(O)cn2)CC1. The result is 0 (unstable in human liver microsomes). (2) The drug is C[C@@]1(c2ccc(Cl)cc2Cl)OC[C@@H](COc2ccc(N3CCN(c4ccc(NC(=O)NN)cc4)CC3)cc2)O1. The result is 1 (stable in human liver microsomes). (3) The drug is N#Cc1c(-c2ccc(C(F)(F)F)cc2)cc(NCCN2CCCC2)n2c1nc1ccccc12. The result is 1 (stable in human liver microsomes). (4) The molecule is CC[C@H]1OC(=O)[C@H](C)[C@@H](O[C@H]2C[C@@](C)(OC)[C@@H](O)[C@H](C)O2)[C@H](C)[C@@H](O[C@@H]2O[C@H](C)C[C@H](N(C)C)[C@H]2O)[C@](C)(O)C[C@@H](C)CN(CCCN(CCC#N)C(=S)NCc2ccccc2)[C@H](C)[C@@H](O)[C@]1(C)O. The result is 0 (unstable in human liver microsomes). (5) The compound is C=C(C)[C@@H]1CCC2(C(=O)O)CC[C@]3(C)[C@H](CC[C@@H]4[C@@]5(C)CCC(OC(=O)CC(C)(C)C(=O)O)C(C)(C)[C@@H]5CC[C@]43C)[C@@H]12. The result is 0 (unstable in human liver microsomes).